Task: Binary Classification. Given a miRNA mature sequence and a target amino acid sequence, predict their likelihood of interaction.. Dataset: Experimentally validated miRNA-target interactions with 360,000+ pairs, plus equal number of negative samples The miRNA is gga-miR-15b-5p with sequence UAGCAGCACAUCAUGGUUUGCA. The protein sequence of the target gene is MTCPRNVTPNSYAEPLAAPGGGERYNRNAGMYMQSGSDFNCGVMRGCGLAPSLSKRDEGGSPNLALNTYPSYLSQLDSWGDPKAAYRLEQPVGRPLSSCSYPPSVKEENVCCMYSAEKRAKSGPEAALYSHPLPESCLGEHEVPVPSYYRASPSYSALDKTPHCAGANEFEAPFEQRASLNPRTEHLESPQLGGKVSFPETPKSDSQTPSPNEIKTEQSLAGPKASPSESEKERAKTADSSPDTSDNEAKEEIKAENTTGNWLTAKSGRKKRCPYTKHQTLELEKEFLFNMYLTRERRLE.... Result: 0 (no interaction).